Task: Predict the reactants needed to synthesize the given product.. Dataset: Full USPTO retrosynthesis dataset with 1.9M reactions from patents (1976-2016) (1) The reactants are: [Cl:1][C:2]1[CH:24]=[C:23]([C:25]([F:28])([F:27])[F:26])[CH:22]=[CH:21][C:3]=1[CH2:4][N:5]1[C:9]([CH2:10][CH2:11][C:12]([O:14]CC)=[O:13])=[CH:8][C:7]([O:17][CH:18]([CH3:20])[CH3:19])=[N:6]1.[OH-].[Na+].Cl. Given the product [Cl:1][C:2]1[CH:24]=[C:23]([C:25]([F:28])([F:26])[F:27])[CH:22]=[CH:21][C:3]=1[CH2:4][N:5]1[C:9]([CH2:10][CH2:11][C:12]([OH:14])=[O:13])=[CH:8][C:7]([O:17][CH:18]([CH3:20])[CH3:19])=[N:6]1, predict the reactants needed to synthesize it. (2) Given the product [CH:1]([C@@H:4]1[CH2:5][C:6](=[O:19])[CH2:7][C@H:8]([C:10]2[CH:15]=[CH:14][N:13]=[CH:12][C:11]=2[N+:16]([O-:18])=[O:17])[O:9]1)([CH3:3])[CH3:2], predict the reactants needed to synthesize it. The reactants are: [CH:1]([C@H:4]1[O:9][C@@H:8]([C:10]2[CH:15]=[CH:14][N:13]=[CH:12][C:11]=2[N+:16]([O-:18])=[O:17])[CH2:7][C:6]([O:19][Si](CC)(CC)CC)=[CH:5]1)([CH3:3])[CH3:2].CC1(C)OO1.CC(C)=O. (3) Given the product [Br:14][C:15]1[C:23]([O:24][C:25]([F:27])([F:28])[F:26])=[CH:22][C:18]([C:19]([NH:13][NH:12][C:5]2[CH:6]=[C:7]([C:8]#[N:9])[CH:10]=[CH:11][C:4]=2[S:3][CH2:1][CH3:2])=[O:20])=[C:17]([N+:29]([O-:31])=[O:30])[CH:16]=1, predict the reactants needed to synthesize it. The reactants are: [CH2:1]([S:3][C:4]1[CH:11]=[CH:10][C:7]([C:8]#[N:9])=[CH:6][C:5]=1[NH:12][NH2:13])[CH3:2].[Br:14][C:15]1[C:23]([O:24][C:25]([F:28])([F:27])[F:26])=[CH:22][C:18]([C:19](O)=[O:20])=[C:17]([N+:29]([O-:31])=[O:30])[CH:16]=1. (4) Given the product [C:10]1([CH3:20])[CH:15]=[CH:14][C:13]([S:16]([N:1]2[C:9]3=[N:8][CH:7]=[CH:6][CH:5]=[C:4]3[CH:3]=[CH:2]2)(=[O:18])=[O:17])=[CH:12][CH:11]=1, predict the reactants needed to synthesize it. The reactants are: [NH:1]1[C:9]2[C:4](=[CH:5][CH:6]=[CH:7][N:8]=2)[CH:3]=[CH:2]1.[C:10]1([CH3:20])[CH:15]=[CH:14][C:13]([S:16](Cl)(=[O:18])=[O:17])=[CH:12][CH:11]=1.S([O-])([O-])(=O)=O.C([N+](CCCC)(CCCC)CCCC)CCC.C([N+](CCCC)(CCCC)CCCC)CCC.[OH-].[Na+]. (5) Given the product [F:15][C:13]([F:12])([F:14])[S:16]([C:17]1[CH:18]=[CH:19][C:20]2[O:24][CH:23]=[N:22][C:21]=2[CH:25]=1)=[O:6], predict the reactants needed to synthesize it. The reactants are: ClC1C=C(C=CC=1)C(OO)=[O:6].[F:12][C:13]([S:16][C:17]1[CH:18]=[CH:19][C:20]2[O:24][CH:23]=[N:22][C:21]=2[CH:25]=1)([F:15])[F:14].C(=O)(O)[O-].[Na+].S([O-])([O-])(=O)=S.[Na+].[Na+]. (6) Given the product [C:1]([NH:5][C:6]1[CH:7]=[C:8]([CH:32]=[CH:33][C:34]=1[OH:35])[C:9]([NH:11][NH:12][C:13]([C:15]1[O:16][CH:17]=[C:18]([C:26]2[CH:27]=[CH:28][CH:29]=[CH:30][CH:31]=2)[C:19]=1[C:20]1[CH:21]=[CH:22][CH:23]=[CH:24][CH:25]=1)=[O:14])=[O:10])(=[O:3])[CH3:2], predict the reactants needed to synthesize it. The reactants are: [C:1](Cl)(=[O:3])[CH3:2].[NH2:5][C:6]1[CH:7]=[C:8]([CH:32]=[CH:33][C:34]=1[OH:35])[C:9]([NH:11][NH:12][C:13]([C:15]1[O:16][CH:17]=[C:18]([C:26]2[CH:31]=[CH:30][CH:29]=[CH:28][CH:27]=2)[C:19]=1[C:20]1[CH:25]=[CH:24][CH:23]=[CH:22][CH:21]=1)=[O:14])=[O:10].C(N(C(C)C)C(C)C)C. (7) Given the product [C:3]([CH:2]([C:1]#[N:5])[C:13](=[O:14])[CH:7]([CH3:6])[C:8]([O:10][CH2:11][CH3:12])=[O:9])#[N:4], predict the reactants needed to synthesize it. The reactants are: [C:1](#[N:5])[CH2:2][C:3]#[N:4].[CH3:6][CH:7]([C:13](OCC)=[O:14])[C:8]([O:10][CH2:11][CH3:12])=[O:9].C1CCN2C(=NCCC2)CC1. (8) Given the product [CH3:23][C:16]1[CH:17]=[C:18]([CH:21]=[CH:22][C:15]=1[N:8]1[C:4]2=[N:5][CH:6]=[CH:7][C:2]([N:58]3[CH:59]=[C:55]([C:53]4[CH:52]=[N:51][N:50]([CH3:49])[CH:54]=4)[N:56]=[CH:57]3)=[C:3]2[C:10]([C:11]([F:14])([F:13])[F:12])=[N:9]1)[C:19]#[N:20], predict the reactants needed to synthesize it. The reactants are: Cl[C:2]1[CH:7]=[CH:6][N:5]=[C:4]2[N:8]([C:15]3[CH:22]=[CH:21][C:18]([C:19]#[N:20])=[CH:17][C:16]=3[CH3:23])[N:9]=[C:10]([C:11]([F:14])([F:13])[F:12])[C:3]=12.COC1C2C(=C3C(=CC=2)C(OC)=CC=N3)N=CC=1.C(=O)([O-])[O-].[Cs+].[Cs+].Cl.[CH3:49][N:50]1[CH:54]=[C:53]([C:55]2[N:56]=[CH:57][NH:58][CH:59]=2)[CH:52]=[N:51]1. (9) Given the product [Br:35][C:34]1[C:29]([O:28][C:25]2[CH:24]=[CH:23][C:22]([CH2:21][C@H:17]([NH:16][C:2]3[C:11]([C:12]([OH:14])=[O:13])=[CH:10][C:9]4[C:4](=[CH:5][CH:6]=[C:7]([Cl:15])[CH:8]=4)[N:3]=3)[C:18]([OH:20])=[O:19])=[CH:27][CH:26]=2)=[N:30][CH:31]=[CH:32][CH:33]=1, predict the reactants needed to synthesize it. The reactants are: Cl[C:2]1[C:11]([C:12]([OH:14])=[O:13])=[CH:10][C:9]2[C:4](=[CH:5][CH:6]=[C:7]([Cl:15])[CH:8]=2)[N:3]=1.[NH2:16][C@@H:17]([CH2:21][C:22]1[CH:27]=[CH:26][C:25]([O:28][C:29]2[C:34]([Br:35])=[CH:33][CH:32]=[CH:31][N:30]=2)=[CH:24][CH:23]=1)[C:18]([OH:20])=[O:19].